This data is from Reaction yield outcomes from USPTO patents with 853,638 reactions. The task is: Predict the reaction yield, written as a fraction of the theoretical maximum amount of product (1.0 means a 100% yield; for example, 0.34 means a 34% yield). (1) The reactants are [Br:1][C:2]1[CH:10]=[CH:9][CH:8]=[C:7]2[C:3]=1[C:4](=[O:12])[C:5](=[O:11])[NH:6]2.[H-].[Na+].Br.Br[CH2:17][C:18]1[CH:23]=[CH:22][CH:21]=[CH:20][N:19]=1. The catalyst is CN(C)C=O. The product is [Br:1][C:2]1[CH:10]=[CH:9][CH:8]=[C:7]2[C:3]=1[C:4](=[O:12])[C:5](=[O:11])[N:6]2[CH2:17][C:18]1[CH:23]=[CH:22][CH:21]=[CH:20][N:19]=1. The yield is 0.850. (2) The reactants are [N+:1]([C:4]1[CH:9]=[CH:8][C:7]([CH:10]([CH2:15][N+:16]([O-])=O)[CH2:11][N+:12]([O-])=O)=[CH:6][CH:5]=1)([O-])=O.[H][H]. The catalyst is CO.[Pt](=O)=O. The product is [NH2:1][C:4]1[CH:5]=[CH:6][C:7]([CH:10]([CH2:15][NH2:16])[CH2:11][NH2:12])=[CH:8][CH:9]=1. The yield is 1.00. (3) The reactants are [C:1]([OH:10])(=[O:9])/[CH:2]=[CH:3]\[CH:4]=[CH:5]\[C:6]([OH:8])=[O:7].II. The catalyst is C1COCC1. The product is [C:1]([OH:10])(=[O:9])/[CH:2]=[CH:3]/[CH:4]=[CH:5]/[C:6]([OH:8])=[O:7]. The yield is 0.860. (4) The reactants are COC(=O)CCC(C)=[CH:7][CH2:8][C:9]1[C:10]([O:22][CH2:23][CH2:24][Si:25]([CH3:28])([CH3:27])[CH3:26])=[C:11]2[C:15](=[C:16]([CH3:20])[C:17]=1[O:18][CH3:19])[CH2:14][O:13][C:12]2=[O:21].N1C=CC=CC=1.NC(N)=S.C[OH:42]. The catalyst is C(Cl)Cl. The product is [CH3:19][O:18][C:17]1[C:16]([CH3:20])=[C:15]2[C:11]([C:12](=[O:21])[O:13][CH2:14]2)=[C:10]([O:22][CH2:23][CH2:24][Si:25]([CH3:27])([CH3:26])[CH3:28])[C:9]=1[CH2:8][CH:7]=[O:42]. The yield is 0.750. (5) The reactants are [NH2:1][C:2]1[C:3]([O:18][CH3:19])=[CH:4][C:5]2[CH2:11][N:10]([CH2:12][CH:13]3[CH2:15][CH2:14]3)[CH2:9][C:8](=[O:16])[NH:7][C:6]=2[CH:17]=1.Cl[C:21]1[N:26]=[C:25]([NH:27][C:28]2[CH:33]=[CH:32][CH:31]=[CH:30][C:29]=2[S:34]([N:37]2[CH2:41][CH2:40][CH2:39][CH2:38]2)(=[O:36])=[O:35])[C:24]([Cl:42])=[CH:23][N:22]=1. No catalyst specified. The product is [Cl:42][C:24]1[C:25]([NH:27][C:28]2[CH:33]=[CH:32][CH:31]=[CH:30][C:29]=2[S:34]([N:37]2[CH2:41][CH2:40][CH2:39][CH2:38]2)(=[O:36])=[O:35])=[N:26][C:21]([NH:1][C:2]2[C:3]([O:18][CH3:19])=[CH:4][C:5]3[CH2:11][N:10]([CH2:12][CH:13]4[CH2:14][CH2:15]4)[CH2:9][C:8](=[O:16])[NH:7][C:6]=3[CH:17]=2)=[N:22][CH:23]=1. The yield is 0.100.